This data is from Full USPTO retrosynthesis dataset with 1.9M reactions from patents (1976-2016). The task is: Predict the reactants needed to synthesize the given product. (1) Given the product [CH3:1][O:2][C:3](=[O:31])[C@H:4]([CH2:16][C:17]1[CH:22]=[CH:21][C:20]([C:23]2[CH:28]=[CH:27][CH:26]=[CH:25][C:24]=2[CH2:29][Br:33])=[CH:19][CH:18]=1)[NH:5][C:6](=[O:15])[C:7]1[C:12]([Cl:13])=[CH:11][CH:10]=[CH:9][C:8]=1[Cl:14], predict the reactants needed to synthesize it. The reactants are: [CH3:1][O:2][C:3](=[O:31])[C@H:4]([CH2:16][C:17]1[CH:22]=[CH:21][C:20]([C:23]2[CH:28]=[CH:27][CH:26]=[CH:25][C:24]=2[CH2:29]O)=[CH:19][CH:18]=1)[NH:5][C:6](=[O:15])[C:7]1[C:12]([Cl:13])=[CH:11][CH:10]=[CH:9][C:8]=1[Cl:14].C(Br)(Br)(Br)[Br:33].C1C=CC(P(C2C=CC=CC=2)C2C=CC=CC=2)=CC=1. (2) Given the product [CH3:15][C:9]1([C:12](=[O:14])[NH:31][CH2:30][C:26]2[CH:25]=[C:24]([C:21]3[CH:22]=[N:23][C:18]([C:17]([F:33])([F:32])[F:16])=[CH:19][CH:20]=3)[N:29]=[CH:28][N:27]=2)[CH2:10][CH2:11][N:8]1[C:6]([O:5][C:1]([CH3:2])([CH3:3])[CH3:4])=[O:7], predict the reactants needed to synthesize it. The reactants are: [C:1]([O:5][C:6]([N:8]1[CH2:11][CH2:10][C:9]1([CH3:15])[C:12]([OH:14])=O)=[O:7])([CH3:4])([CH3:3])[CH3:2].[F:16][C:17]([F:33])([F:32])[C:18]1[N:23]=[CH:22][C:21]([C:24]2[N:29]=[CH:28][N:27]=[C:26]([CH2:30][NH2:31])[CH:25]=2)=[CH:20][CH:19]=1.CCN(C(C)C)C(C)C.C1CN([P+](ON2N=NC3C=CC=NC2=3)(N2CCCC2)N2CCCC2)CC1.F[P-](F)(F)(F)(F)F. (3) Given the product [CH:30]([NH:29][C:28]([C:25]1[CH:24]=[CH:23][C:22]([C:18]2[CH:19]=[CH:20][CH:21]=[C:16]([CH:11]3[C:10]([CH3:34])([CH3:35])[CH2:9][C:8]4[C:13](=[CH:14][CH:15]=[C:6]([C:4]([OH:5])=[O:3])[CH:7]=4)[NH:12]3)[CH:17]=2)=[CH:27][CH:26]=1)=[O:33])([CH3:32])[CH3:31], predict the reactants needed to synthesize it. The reactants are: C([O:3][C:4]([C:6]1[CH:7]=[C:8]2[C:13](=[CH:14][CH:15]=1)[NH:12][CH:11]([C:16]1[CH:17]=[C:18]([C:22]3[CH:27]=[CH:26][C:25]([C:28](=[O:33])[NH:29][CH:30]([CH3:32])[CH3:31])=[CH:24][CH:23]=3)[CH:19]=[CH:20][CH:21]=1)[C:10]([CH3:35])([CH3:34])[CH2:9]2)=[O:5])C.[OH-].[Na+].Cl. (4) Given the product [C:1]([C:3]1[CH:8]=[CH:7][C:6]([C:9]2[S:10][C:11]([C:18]([C:20]3[O:21][CH:22]=[CH:23][CH:24]=3)=[O:19])=[CH:12][C:13]=2[CH2:14][C:15]([NH:29][CH2:28][CH2:27][N:26]([CH3:30])[CH3:25])=[O:16])=[CH:5][CH:4]=1)#[N:2], predict the reactants needed to synthesize it. The reactants are: [C:1]([C:3]1[CH:8]=[CH:7][C:6]([C:9]2[S:10][C:11]([C:18]([C:20]3[O:21][CH:22]=[CH:23][CH:24]=3)=[O:19])=[CH:12][C:13]=2[CH2:14][C:15](O)=[O:16])=[CH:5][CH:4]=1)#[N:2].[CH3:25][N:26]([CH3:30])[CH2:27][CH2:28][NH2:29].CCN=C=NCCCN(C)C.Cl.C1C=CC2N(O)N=NC=2C=1. (5) Given the product [CH3:24][O:23][C:19]1[CH:18]=[C:17]([C:14]2([C:13]([F:26])([F:25])[F:12])[NH:27][NH:15]2)[CH:22]=[CH:21][CH:20]=1, predict the reactants needed to synthesize it. The reactants are: S(C1C=CC(C)=CC=1)(O)(=O)=O.[F:12][C:13]([F:26])([F:25])[C:14]([C:17]1[CH:22]=[CH:21][CH:20]=[C:19]([O:23][CH3:24])[CH:18]=1)=[N:15]O.[NH3:27].